From a dataset of Catalyst prediction with 721,799 reactions and 888 catalyst types from USPTO. Predict which catalyst facilitates the given reaction. (1) Reactant: [OH:1][CH2:2][CH:3]1[CH2:8][CH2:7][CH2:6][CH2:5][NH:4]1.[Cl:9][C:10]1[CH:11]=[C:12]([B:17]([CH:19]([O:26][CH:27]([B:34]([C:36]2[CH:41]=[CH:40][C:39]([CH3:42])=[C:38]([Cl:43])[CH:37]=2)[OH:35])[C:28]2[CH:33]=[CH:32][CH:31]=[CH:30][CH:29]=2)[C:20]2[CH:25]=[CH:24][CH:23]=[CH:22][CH:21]=2)O)[CH:13]=[CH:14][C:15]=1[CH3:16]. Product: [Cl:9][C:10]1[CH:11]=[C:12]([B:17]([CH:19]([O:26][CH:27]([B:34]([C:36]2[CH:41]=[CH:40][C:39]([CH3:42])=[C:38]([Cl:43])[CH:37]=2)[O:35][CH2:2][CH:3]2[CH2:8][CH2:7][CH2:6][CH2:5][NH:4]2)[C:28]2[CH:33]=[CH:32][CH:31]=[CH:30][CH:29]=2)[C:20]2[CH:21]=[CH:22][CH:23]=[CH:24][CH:25]=2)[O:1][CH2:2][CH:3]2[CH2:8][CH2:7][CH2:6][CH2:5][NH:4]2)[CH:13]=[CH:14][C:15]=1[CH3:16]. The catalyst class is: 8. (2) Reactant: C[O:2][C:3]1[N:8]=[CH:7][C:6]([C:9]2[O:10][C:11]3[CH:27]=[CH:26][C:25]([NH:28][C:29](=[NH:31])[CH3:30])=[CH:24][C:12]=3[C:13](=[O:23])[C:14]=2[O:15][CH2:16][C:17]2[CH:22]=[CH:21][CH:20]=[CH:19][CH:18]=2)=[CH:5][CH:4]=1.[ClH:32]. Product: [ClH:32].[OH:2][C:3]1[N:8]=[CH:7][C:6]([C:9]2[O:10][C:11]3[CH:27]=[CH:26][C:25]([NH:28][C:29](=[NH:31])[CH3:30])=[CH:24][C:12]=3[C:13](=[O:23])[C:14]=2[O:15][CH2:16][C:17]2[CH:18]=[CH:19][CH:20]=[CH:21][CH:22]=2)=[CH:5][CH:4]=1. The catalyst class is: 8. (3) Reactant: [CH3:1][Si](C=[N+]=[N-])(C)C.[CH2:8]([CH:11]1[CH2:16][CH2:15][CH:14]([C:17]([OH:19])=[O:18])[CH2:13][CH2:12]1)[C:9]#[CH:10]. Product: [CH2:8]([CH:11]1[CH2:16][CH2:15][CH:14]([C:17]([O:19][CH3:1])=[O:18])[CH2:13][CH2:12]1)[C:9]#[CH:10]. The catalyst class is: 138. (4) Reactant: Cl.[F:2][C:3]([F:14])([F:13])[C:4]1[C:9]([C:10](N)=[O:11])=[CH:8][N:7]=[CH:6][CH:5]=1.C(=O)([O-])[O-:16].[Na+].[Na+]. Product: [F:2][C:3]([F:14])([F:13])[C:4]1[C:9]([C:10]([OH:16])=[O:11])=[CH:8][N:7]=[CH:6][CH:5]=1. The catalyst class is: 6. (5) Reactant: Cl.[CH2:2]([C:4]1([N:14]([CH3:16])[CH3:15])[CH2:13][CH2:12][C:7]2(OCC[O:8]2)[CH2:6][CH2:5]1)[CH3:3]. Product: [CH3:15][N:14]([CH3:16])[C:4]1([CH2:2][CH3:3])[CH2:13][CH2:12][C:7](=[O:8])[CH2:6][CH2:5]1. The catalyst class is: 33. (6) Reactant: [C:1]1([CH2:7][C:8](Cl)=[O:9])[CH:6]=[CH:5][CH:4]=[CH:3][CH:2]=1.[S-:11][C:12]#[N:13].[K+].C(OCC)(=O)C.C(=O)([O-])O.[Na+]. Product: [C:1]1([CH2:7][C:8]([N:13]=[C:12]=[S:11])=[O:9])[CH:6]=[CH:5][CH:4]=[CH:3][CH:2]=1. The catalyst class is: 10. (7) Reactant: Br[C:2]1[CH:3]=[C:4]2[C:12](=[CH:13][N:14]=1)[N:11]=[C:10]1[N:5]2[C:6]([CH3:16])([CH3:15])[CH2:7][CH2:8][O:9]1.[NH2:17][C:18]1[CH:23]=[CH:22][N:21]=[C:20]([Cl:24])[N:19]=1.C1(P(C2C=CC=CC=2)C2C3OC4C(=CC=CC=4P(C4C=CC=CC=4)C4C=CC=CC=4)C(C)(C)C=3C=CC=2)C=CC=CC=1.C(=O)([O-])[O-].[Cs+].[Cs+]. Product: [Cl:24][C:20]1[N:19]=[C:18]([NH:17][C:2]2[CH:3]=[C:4]3[C:12](=[CH:13][N:14]=2)[N:11]=[C:10]2[N:5]3[C:6]([CH3:16])([CH3:15])[CH2:7][CH2:8][O:9]2)[CH:23]=[CH:22][N:21]=1. The catalyst class is: 102.